Dataset: Buchwald-Hartwig C-N cross coupling reaction yields with 55,370 reactions. Task: Predict the reaction yield, written as a fraction of the theoretical maximum amount of product (1.0 means a 100% yield; for example, 0.34 means a 34% yield). (1) The reactants are Clc1cccnc1.Cc1ccc(N)cc1.O=S(=O)(O[Pd]1c2ccccc2-c2ccccc2N~1)C(F)(F)F.CC(C)c1cc(C(C)C)c(-c2ccccc2P(C2CCCCC2)C2CCCCC2)c(C(C)C)c1.CN1CCCN2CCCN=C12.CCOC(=O)c1cnoc1C. No catalyst specified. The product is Cc1ccc(Nc2cccnc2)cc1. The yield is 0.0425. (2) The reactants are Brc1cccnc1.Cc1ccc(N)cc1.O=S(=O)(O[Pd]1c2ccccc2-c2ccccc2N~1)C(F)(F)F.CC(C)c1cc(C(C)C)c(-c2ccccc2P(C2CCCCC2)C2CCCCC2)c(C(C)C)c1.CN1CCCN2CCCN=C12.COC(=O)c1cc(-c2ccco2)on1. No catalyst specified. The product is Cc1ccc(Nc2cccnc2)cc1. The yield is 0.166. (3) The reactants are Ic1ccccn1.Cc1ccc(N)cc1.O=S(=O)(O[Pd]1c2ccccc2-c2ccccc2N~1)C(F)(F)F.CC(C)c1cc(C(C)C)c(-c2ccccc2P(C(C)(C)C)C(C)(C)C)c(C(C)C)c1.CN1CCCN2CCCN=C12.c1ccc(-c2cnoc2)cc1. No catalyst specified. The product is Cc1ccc(Nc2ccccn2)cc1. The yield is 1.000. (4) The reactants are Ic1cccnc1.Cc1ccc(N)cc1.O=S(=O)(O[Pd]1c2ccccc2-c2ccccc2N~1)C(F)(F)F.CC(C)c1cc(C(C)C)c(-c2ccccc2P(C(C)(C)C)C(C)(C)C)c(C(C)C)c1.CCN=P(N=P(N(C)C)(N(C)C)N(C)C)(N(C)C)N(C)C.COC(=O)c1cc(-c2cccs2)on1. No catalyst specified. The product is Cc1ccc(Nc2cccnc2)cc1. The yield is 0.759.